This data is from Catalyst prediction with 721,799 reactions and 888 catalyst types from USPTO. The task is: Predict which catalyst facilitates the given reaction. (1) Product: [OH:22][C:19]1([CH2:23][N:24]2[C:29](=[O:30])[C:28]3[CH:31]=[N:32][N:33]([CH3:34])[C:27]=3[N:26]=[CH:25]2)[CH2:20][CH2:21][N:16]([C:14]([C:11]2[CH:10]=[CH:9][C:8]([C:3]3[CH:4]=[CH:5][CH:6]=[CH:7][C:2]=3[NH:1][S:45]([CH:44]=[CH2:43])(=[O:47])=[O:46])=[CH:13][CH:12]=2)=[O:15])[CH2:17][CH2:18]1. Reactant: [NH2:1][C:2]1[CH:7]=[CH:6][CH:5]=[CH:4][C:3]=1[C:8]1[CH:13]=[CH:12][C:11]([C:14]([N:16]2[CH2:21][CH2:20][C:19]([CH2:23][N:24]3[C:29](=[O:30])[C:28]4[CH:31]=[N:32][N:33]([CH3:34])[C:27]=4[N:26]=[CH:25]3)([OH:22])[CH2:18][CH2:17]2)=[O:15])=[CH:10][CH:9]=1.C(N(CC)CC)C.Cl[CH2:43][CH2:44][S:45](Cl)(=[O:47])=[O:46]. The catalyst class is: 4. (2) Reactant: [C:1]([O:5][C:6]([N:8]1[CH2:13][C@@H:12]([N:14]([C:19]([C:21]2[C:22]([NH:31][CH2:32][CH2:33][CH2:34][O:35][CH3:36])=[N:23][C:24]([C:27]([CH3:30])([CH3:29])[CH3:28])=[N:25][CH:26]=2)=[O:20])[CH2:15][CH:16]([CH3:18])[CH3:17])[CH2:11][C@@H:10]([C:37]([OH:39])=O)[CH2:9]1)=[O:7])([CH3:4])([CH3:3])[CH3:2].CCN=C=NCCCN(C)C.Cl.[CH:52]1[CH:53]=[CH:54]C2N(O)N=[N:58][C:56]=2[CH:57]=1.C(N(C(C)C)CC)(C)C.[C:71](=O)([O-])[OH:72].[Na+]. Product: [C:27]([C:24]1[N:23]=[C:22]([NH:31][CH2:32][CH2:33][CH2:34][O:35][CH3:36])[C:21]([C:19]([N:14]([CH2:15][CH:16]([CH3:17])[CH3:18])[C@H:12]2[CH2:11][C@@H:10]([C:37]([N:58]3[CH2:54][CH2:53][CH:52]([O:72][CH3:71])[CH2:57][CH2:56]3)=[O:39])[CH2:9][N:8]([C:6]([O:5][C:1]([CH3:3])([CH3:4])[CH3:2])=[O:7])[CH2:13]2)=[O:20])=[CH:26][N:25]=1)([CH3:30])([CH3:28])[CH3:29]. The catalyst class is: 3. (3) Reactant: [CH:1]([C:3]1[CH:4]=[CH:5][C:6](F)=[C:7]([CH:10]=1)[C:8]#[N:9])=[O:2].[CH3:12][O:13][C:14]1[CH:19]=[C:18]([CH3:20])[CH:17]=[CH:16][C:15]=1[OH:21].C(=O)([O-])[O-].[Cs+].[Cs+].O. Product: [CH:1]([C:3]1[CH:4]=[CH:5][C:6]([O:21][C:15]2[CH:16]=[CH:17][C:18]([CH3:20])=[CH:19][C:14]=2[O:13][CH3:12])=[C:7]([CH:10]=1)[C:8]#[N:9])=[O:2]. The catalyst class is: 10. (4) Reactant: Cl.C[N:3](C)CCCN=C=NCC.O.N1(O)C2C=CC=CC=2N=N1.[OH-].[NH4+].[F:26][C:27]1[CH:28]=[C:29]([CH:33]=[C:34]([I:37])[C:35]=1[CH3:36])[C:30](O)=[O:31]. Product: [F:26][C:27]1[CH:28]=[C:29]([CH:33]=[C:34]([I:37])[C:35]=1[CH3:36])[C:30]([NH2:3])=[O:31]. The catalyst class is: 3.